Dataset: Experimentally validated miRNA-target interactions with 360,000+ pairs, plus equal number of negative samples. Task: Binary Classification. Given a miRNA mature sequence and a target amino acid sequence, predict their likelihood of interaction. (1) The miRNA is hsa-miR-548p with sequence UAGCAAAAACUGCAGUUACUUU. The protein sequence of the target gene is MGVATTLQPPTTSKTLQKQHLEAVGAYQYVLTFLFMGPFFSLLVFVLLFTSLWPFSVFYLVWLYVDWDTPNQGGRRSEWIRNRAIWRQLRDYYPVKLVKTAELPPDRNYVLGAHPHGIMCTGFLCNFSTESNGFSQLFPGLRPWLAVLAGLFYLPVYRDYIMSFGLCPVSRQSLDFILSQPQLGQAVVIMVGGAHEALYSVPGEHCLTLQKRKGFVRLALRHGASLVPVYSFGENDIFRLKAFATGSWQHWCQLTFKKLMGFSPCIFWGRGLFSATSWGLLPFAVPITTVVGRPIPVPQR.... Result: 0 (no interaction). (2) The miRNA is hsa-miR-490-5p with sequence CCAUGGAUCUCCAGGUGGGU. The protein sequence of the target gene is MVPSSPRALFLLLLILACPEPRASQNCLSKQQLLSAIRQLQQLLKGQETRFAEGIRHMKSRLAALQNSVGRVGPDALPVSCPALNTPADGRKFGSKYLVDHEVHFTCNPGFRLVGPSSVVCLPNGTWTGEQPHCRGISECSSQPCQNGGTCVEGVNQYRCICPPGRTGNRCQHQAQTAAPEGSVAGDSAFSRAPRCAQVERAQHCSCEAGFHLSGAAGDSVCQDVNECELYGQEGRPRLCMHACVNTPGSYRCTCPGGYRTLADGKSCEDVDECVGLQPVCPQGTTCINTGGSFQCVSPE.... Result: 0 (no interaction). (3) The miRNA is cel-miR-36-3p with sequence UCACCGGGUGAAAAUUCGCAUG. The protein sequence of the target gene is MCPGNWLWASMTFMARFSRGSSRSPVRTRGSLEEMPSVHHPFLNVFELERLLYTGKTACNHADEVWPGLYLGDQDMANNRRELRRLGITHVLNASHNRWRGTPEAYEGLGIRYLGVEAHDSPAFDMSIHFQTAADFIHRALSQPGGKILVHCAVGVSRSATLVLAYLMLYHHFTLVEAIKKVKDHRGITPNRGFLRQLLALDRRLRQGLEA. Result: 0 (no interaction). (4) The miRNA is hsa-miR-6797-3p with sequence UGCAUGACCCUUCCCUCCCCAC. The protein sequence of the target gene is MSAEDLEAQEDELLALASIYDADEFRKAESVQGGETRIYLDLPQNFKIFVSGNSNESLQNSGFEYTICFLPPLVLNFELPPDYPSSSPPSFTLSGKWLSPTQLSALCKHLDNLWEEHRGRVVLFAWMQFLKEETLTYLNIVSPFELKMGSQKKVQRRATAQASSSTELGVGGAAAADVDQEETVDERAVQDVESLSSLIQEILDFNQARQTKCFNSKLFLCSICFCEKLGSDCMYFLECKHVYCKACLKDYFEIQIKDGQVKCLNCPEPQCPSVATPGQVKELVEADLFARYDRLLLQST.... Result: 0 (no interaction).